This data is from Catalyst prediction with 721,799 reactions and 888 catalyst types from USPTO. The task is: Predict which catalyst facilitates the given reaction. (1) Reactant: [I:1][CH2:2][I:3].[C:4]1([P:10]([C:17]2[CH:22]=[CH:21][CH:20]=[CH:19][CH:18]=2)[C:11]2[CH:16]=[CH:15][CH:14]=[CH:13][CH:12]=2)[CH:9]=[CH:8][CH:7]=[CH:6][CH:5]=1. Product: [I-:1].[I:3][CH:2]=[C:22]1[CH:21]=[CH:20][CH:19]=[CH:18][CH:17]1[PH+:10]([C:4]1[CH:5]=[CH:6][CH:7]=[CH:8][CH:9]=1)[C:11]1[CH:12]=[CH:13][CH:14]=[CH:15][CH:16]=1. The catalyst class is: 11. (2) Reactant: [N:1]1[CH:6]=[CH:5][N:4]=[C:3]2[S:7][C:8]([CH2:10]O)=[CH:9][C:2]=12.P(Br)(Br)[Br:13].O.[OH-].[Na+]. Product: [Br:13][CH2:10][C:8]1[S:7][C:3]2[C:2](=[N:1][CH:6]=[CH:5][N:4]=2)[CH:9]=1. The catalyst class is: 168. (3) Reactant: N(C(C)C)C(C)C.[Li]CCCC.[CH:13]1([C:18]([O:20][CH3:21])=[O:19])[CH2:17][CH2:16][CH2:15][CH2:14]1.[CH2:22](I)[I:23]. Product: [I:23][CH2:22][C:13]1([C:18]([O:20][CH3:21])=[O:19])[CH2:17][CH2:16][CH2:15][CH2:14]1. The catalyst class is: 1. (4) Reactant: [CH3:1][O:2][C:3](=[O:34])[CH2:4][C:5]1[CH:10]=[CH:9][C:8]([C:11]#[C:12][Si](C)(C)C)=[C:7]([O:17][C:18]2[CH:23]=[CH:22][C:21]([N+:24]([O-:26])=[O:25])=[CH:20][C:19]=2[CH2:27][S:28][CH2:29][C:30]([F:33])([F:32])[F:31])[CH:6]=1.[F-].C([N+](CCCC)(CCCC)CCCC)CCC.CCOC(C)=O.O. Product: [CH3:1][O:2][C:3](=[O:34])[CH2:4][C:5]1[CH:10]=[CH:9][C:8]([C:11]#[CH:12])=[C:7]([O:17][C:18]2[CH:23]=[CH:22][C:21]([N+:24]([O-:26])=[O:25])=[CH:20][C:19]=2[CH2:27][S:28][CH2:29][C:30]([F:33])([F:31])[F:32])[CH:6]=1. The catalyst class is: 1. (5) Reactant: [Br:1][CH2:2][C:3](Br)=[O:4].[C:6]([N:13]1[CH2:18][CH2:17][NH:16][CH2:15][CH2:14]1)([O:8][C:9]([CH3:12])([CH3:11])[CH3:10])=[O:7].C(N(CC)CC)C. Product: [C:6]([N:13]1[CH2:14][CH2:15][N:16]([C:3](=[O:4])[CH2:2][Br:1])[CH2:17][CH2:18]1)([O:8][C:9]([CH3:12])([CH3:11])[CH3:10])=[O:7]. The catalyst class is: 375. (6) Reactant: [CH2:1]([N:5]1[C:14]2[C:9](=[CH:10][CH:11]=[C:12]([C:15]([OH:17])=O)[CH:13]=2)[N:8]([S:18]([CH3:21])(=[O:20])=[O:19])[CH2:7][CH2:6]1)[CH2:2][CH2:3][CH3:4].CN(C(ON1N=NC2C=CC=NC1=2)=[N+](C)C)C.F[P-](F)(F)(F)(F)F.C1C=CC2N(O)N=NC=2C=1.C(N(C(C)C)CC)(C)C.[NH2:65][C@@H:66]([CH2:80][C:81]1[CH:86]=[C:85]([F:87])[CH:84]=[C:83]([F:88])[CH:82]=1)[C@H:67]([OH:79])[CH2:68][NH:69][CH2:70][C:71]1[CH:76]=[CH:75][CH:74]=[C:73]([CH2:77][CH3:78])[CH:72]=1.Cl. Product: [CH2:1]([N:5]1[C:14]2[C:9](=[CH:10][CH:11]=[C:12]([C:15]([NH:65][C@@H:66]([CH2:80][C:81]3[CH:82]=[C:83]([F:88])[CH:84]=[C:85]([F:87])[CH:86]=3)[C@H:67]([OH:79])[CH2:68][NH:69][CH2:70][C:71]3[CH:76]=[CH:75][CH:74]=[C:73]([CH2:77][CH3:78])[CH:72]=3)=[O:17])[CH:13]=2)[N:8]([S:18]([CH3:21])(=[O:20])=[O:19])[CH2:7][CH2:6]1)[CH2:2][CH2:3][CH3:4]. The catalyst class is: 61.